From a dataset of Reaction yield outcomes from USPTO patents with 853,638 reactions. Predict the reaction yield, written as a fraction of the theoretical maximum amount of product (1.0 means a 100% yield; for example, 0.34 means a 34% yield). (1) The reactants are [C:1]1(C)C=CC=CC=1.[CH3:8][C:9]1[CH:18]=[CH:17][C:16]2[C:11](=[CH:12][CH:13]=[CH:14][C:15]=2[N:19]2[CH2:24][CH2:23][N:22]([CH2:25][C:26]([C:28]3[CH:29]=[CH:30][C:31]4[O:36][CH2:35][C:34](=[O:37])[NH:33][C:32]=4[CH:38]=3)=O)[CH2:21][CH2:20]2)[N:10]=1. The catalyst is C1COCC1.[CH3-].C[Al+]C.[CH-]1C=CC=C1.[CH-]1C=CC=C1.[Cl-].[Ti+3]. The product is [CH3:8][C:9]1[CH:18]=[CH:17][C:16]2[C:11](=[CH:12][CH:13]=[CH:14][C:15]=2[N:19]2[CH2:20][CH2:21][N:22]([CH2:25][C:26]([C:28]3[CH:29]=[CH:30][C:31]4[O:36][CH2:35][C:34](=[O:37])[NH:33][C:32]=4[CH:38]=3)=[CH2:1])[CH2:23][CH2:24]2)[N:10]=1. The yield is 0.180. (2) The reactants are Cl[C:2]1[N:7]=[C:6]([CH3:8])[C:5]([CH:9]([CH2:14][CH2:15][CH3:16])[C:10]([O:12][CH3:13])=[O:11])=[C:4]([C:17]2[CH:22]=[CH:21][CH:20]=[CH:19][CH:18]=2)[N:3]=1.[Br-].[CH2:24]([Zn+])[C:25]1[CH:30]=[CH:29][CH:28]=[CH:27][CH:26]=1. The catalyst is C1C=CC([P]([Pd]([P](C2C=CC=CC=2)(C2C=CC=CC=2)C2C=CC=CC=2)([P](C2C=CC=CC=2)(C2C=CC=CC=2)C2C=CC=CC=2)[P](C2C=CC=CC=2)(C2C=CC=CC=2)C2C=CC=CC=2)(C2C=CC=CC=2)C2C=CC=CC=2)=CC=1.C1COCC1. The product is [CH2:24]([C:2]1[N:7]=[C:6]([CH3:8])[C:5]([CH:9]([CH2:14][CH2:15][CH3:16])[C:10]([O:12][CH3:13])=[O:11])=[C:4]([C:17]2[CH:22]=[CH:21][CH:20]=[CH:19][CH:18]=2)[N:3]=1)[C:25]1[CH:30]=[CH:29][CH:28]=[CH:27][CH:26]=1. The yield is 0.640.